This data is from Forward reaction prediction with 1.9M reactions from USPTO patents (1976-2016). The task is: Predict the product of the given reaction. (1) Given the reactants [OH:1][C:2]1[CH:3]=[C:4]([CH:9]=[CH:10][C:11]=1[N+:12]([O-:14])=[O:13])[C:5]([O:7][CH3:8])=[O:6].C(=O)([O-])[O-].[K+].[K+].Br[CH2:22][CH:23]=[CH2:24], predict the reaction product. The product is: [CH2:24]([O:1][C:2]1[CH:3]=[C:4]([CH:9]=[CH:10][C:11]=1[N+:12]([O-:14])=[O:13])[C:5]([O:7][CH3:8])=[O:6])[CH:23]=[CH2:22]. (2) Given the reactants [CH3:1][O:2][C:3]1[CH:4]=[C:5]([C:9]2[CH:10]=[C:11]([C:16]3[O:17][C:18]([CH:21]4[CH2:26][CH2:25][NH:24][CH2:23][CH2:22]4)=[N:19][N:20]=3)[C:12]([NH2:15])=[N:13][CH:14]=2)[CH:6]=[CH:7][CH:8]=1.[H-].[Na+].[CH3:29]I, predict the reaction product. The product is: [CH3:1][O:2][C:3]1[CH:4]=[C:5]([C:9]2[CH:10]=[C:11]([C:16]3[O:17][C:18]([CH:21]4[CH2:26][CH2:25][N:24]([CH3:29])[CH2:23][CH2:22]4)=[N:19][N:20]=3)[C:12]([NH2:15])=[N:13][CH:14]=2)[CH:6]=[CH:7][CH:8]=1.